This data is from Peptide-MHC class I binding affinity with 185,985 pairs from IEDB/IMGT. The task is: Regression. Given a peptide amino acid sequence and an MHC pseudo amino acid sequence, predict their binding affinity value. This is MHC class I binding data. (1) The peptide sequence is YLLGDSDSV. The MHC is HLA-A02:03 with pseudo-sequence HLA-A02:03. The binding affinity (normalized) is 0.968. (2) The peptide sequence is RSLVCLAPK. The MHC is HLA-A26:01 with pseudo-sequence HLA-A26:01. The binding affinity (normalized) is 0.0847. (3) The peptide sequence is ALRANSAVK. The MHC is HLA-B08:01 with pseudo-sequence HLA-B08:01. The binding affinity (normalized) is 0.0847. (4) The peptide sequence is LRAEDTAVY. The MHC is HLA-B27:05 with pseudo-sequence HLA-B27:05. The binding affinity (normalized) is 0.491. (5) The peptide sequence is AENCYNLEI. The MHC is HLA-A24:03 with pseudo-sequence HLA-A24:03. The binding affinity (normalized) is 0.0847. (6) The peptide sequence is GMFIIFIPI. The MHC is HLA-A02:01 with pseudo-sequence HLA-A02:01. The binding affinity (normalized) is 0.160.